From a dataset of Forward reaction prediction with 1.9M reactions from USPTO patents (1976-2016). Predict the product of the given reaction. (1) Given the reactants N(C(OCC)=O)=NC(OCC)=O.C1(C)C=CC=CC=1.[F:20][C:21]([F:49])([F:48])[C:22]1[N:23]=[C:24]([C:35]2[CH:36]=[CH:37][C:38]([C:41]3[CH:46]=[CH:45][C:44]([OH:47])=[CH:43][CH:42]=3)=[N:39][CH:40]=2)[N:25]([CH2:27][O:28][CH2:29][CH2:30][Si:31]([CH3:34])([CH3:33])[CH3:32])[CH:26]=1.O[CH2:51][C:52]([CH3:58])([CH3:57])[C:53]([O:55][CH3:56])=[O:54].C1(P(C2C=CC=CC=2)C2C=CC=CC=2)C=CC=CC=1, predict the reaction product. The product is: [CH3:51][C:52]([CH3:58])([CH2:57][O:47][C:44]1[CH:43]=[CH:42][C:41]([C:38]2[CH:37]=[CH:36][C:35]([C:24]3[N:25]([CH2:27][O:28][CH2:29][CH2:30][Si:31]([CH3:34])([CH3:32])[CH3:33])[CH:26]=[C:22]([C:21]([F:20])([F:48])[F:49])[N:23]=3)=[CH:40][N:39]=2)=[CH:46][CH:45]=1)[C:53]([O:55][CH3:56])=[O:54]. (2) Given the reactants [CH2:1]([O:17][CH2:18][CH2:19][CH2:20][OH:21])[CH2:2][CH2:3][CH2:4][CH2:5][CH2:6][CH2:7][CH2:8][CH2:9][CH2:10][CH2:11][CH2:12][CH2:13][CH2:14][CH:15]=[CH2:16].CCN(CC)CC.[CH3:29][S:30](Cl)(=[O:32])=[O:31], predict the reaction product. The product is: [CH2:1]([O:17][CH2:18][CH2:19][CH2:20][O:21][S:30]([CH3:29])(=[O:32])=[O:31])[CH2:2][CH2:3][CH2:4][CH2:5][CH2:6][CH2:7][CH2:8][CH2:9][CH2:10][CH2:11][CH2:12][CH2:13][CH2:14][CH:15]=[CH2:16].